From a dataset of Forward reaction prediction with 1.9M reactions from USPTO patents (1976-2016). Predict the product of the given reaction. (1) Given the reactants C(O)(C(F)(F)F)=O.[Cl:8][C:9]1[C:14]([N:15]2[CH2:26][CH2:25][C:18]3([C:22](=[O:23])[N:21]([CH3:24])[CH2:20][CH2:19]3)[CH2:17][CH2:16]2)=[CH:13][C:12]([C:27]#[N:28])=[CH:11][C:10]=1[NH:29][C:30]1[N:35]=[C:34]([N:36]([CH:46]2[CH2:48][CH2:47]2)CC2C=CC(OC)=CC=2)[C:33]2=[N:49][CH:50]=[C:51]([C:52]#[N:53])[N:32]2[N:31]=1.C1(OC)C=CC=CC=1, predict the reaction product. The product is: [Cl:8][C:9]1[C:14]([N:15]2[CH2:16][CH2:17][C:18]3([C:22](=[O:23])[N:21]([CH3:24])[CH2:20][CH2:19]3)[CH2:25][CH2:26]2)=[CH:13][C:12]([C:27]#[N:28])=[CH:11][C:10]=1[NH:29][C:30]1[N:35]=[C:34]([NH:36][CH:46]2[CH2:47][CH2:48]2)[C:33]2=[N:49][CH:50]=[C:51]([C:52]#[N:53])[N:32]2[N:31]=1. (2) Given the reactants C(N(CC)CC)C.Cl.[O:9]=[C:10]1[CH:15]([N:16]2[C:24](=[O:25])[C:23]3[C:18](=[CH:19][CH:20]=[CH:21][C:22]=3[CH2:26][NH:27][CH3:28])[C:17]2=[O:29])CCC(=O)[NH:11]1.[C:31](Cl)(=[O:34])[CH2:32][CH3:33].[CH2:36]1C[O:39][CH2:38][CH2:37]1, predict the reaction product. The product is: [O:9]=[C:10]1[CH:15]([N:16]2[C:24](=[O:25])[C:23]3[C:18](=[CH:19][CH:20]=[CH:21][C:22]=3[CH2:26][N:27]([CH3:28])[C:38](=[O:39])[CH2:37][CH3:36])[C:17]2=[O:29])[CH2:33][CH2:32][C:31](=[O:34])[NH:11]1. (3) Given the reactants FC(F)(F)S(O[C:7]1[C:11]2[C:12]([O:16][CH3:17])=[N:13][CH:14]=[CH:15][C:10]=2[N:9]([C:18]([CH3:21])([CH3:20])[CH3:19])[N:8]=1)(=O)=O.[NH2:24][C:25]1[CH:26]=[C:27]([S:31]([NH2:34])(=[O:33])=[O:32])[CH:28]=[CH:29][CH:30]=1.CC1(C)C2C=CC=C(P(C3C=CC=CC=3)C3C=CC=CC=3)C=2OC2C1=CC=CC=2P(C1C=CC=CC=1)C1C=CC=CC=1.C(=O)([O-])[O-].[Cs+].[Cs+], predict the reaction product. The product is: [C:18]([N:9]1[C:10]2[CH:15]=[CH:14][N:13]=[C:12]([O:16][CH3:17])[C:11]=2[C:7]([NH:24][C:25]2[CH:26]=[C:27]([S:31]([NH2:34])(=[O:32])=[O:33])[CH:28]=[CH:29][CH:30]=2)=[N:8]1)([CH3:19])([CH3:20])[CH3:21].